This data is from Forward reaction prediction with 1.9M reactions from USPTO patents (1976-2016). The task is: Predict the product of the given reaction. (1) The product is: [Cl:1][C:2]1[CH:3]=[C:4]2[C:9](=[CH:10][CH:11]=1)[NH:8][CH:7]([C:12]1[CH:13]=[C:14]([S:18]([NH:37][C:34]3[CH:35]=[CH:36][C:31]([F:30])=[CH:32][CH:33]=3)(=[O:20])=[O:19])[CH:15]=[CH:16][CH:17]=1)[CH2:6][C:5]2([CH3:23])[CH3:22]. Given the reactants [Cl:1][C:2]1[CH:3]=[C:4]2[C:9](=[CH:10][CH:11]=1)[NH:8][CH:7]([C:12]1[CH:13]=[C:14]([S:18](Cl)(=[O:20])=[O:19])[CH:15]=[CH:16][CH:17]=1)[CH2:6][C:5]2([CH3:23])[CH3:22].N1C=CC=CC=1.[F:30][C:31]1[CH:36]=[CH:35][C:34]([NH2:37])=[CH:33][CH:32]=1, predict the reaction product. (2) The product is: [Cl:14][C:8]1[CH:9]=[C:10]([Cl:13])[CH:11]=[CH:12][C:7]=1[C:4](=[N:3][O:2][CH3:1])[CH2:5][N:19]1[C:18](=[O:20])[C:17]2=[CH:21][CH:22]=[CH:23][CH:24]=[C:16]2[C:15]1=[O:25]. Given the reactants [CH3:1][O:2][N:3]=[C:4]([C:7]1[CH:12]=[CH:11][C:10]([Cl:13])=[CH:9][C:8]=1[Cl:14])[CH2:5]Br.[C:15]1(=[O:25])[NH:19][C:18](=[O:20])[C:17]2=[CH:21][CH:22]=[CH:23][CH:24]=[C:16]12.[K].C(=O)([O-])[O-].[K+].[K+].O, predict the reaction product.